From a dataset of TCR-epitope binding with 47,182 pairs between 192 epitopes and 23,139 TCRs. Binary Classification. Given a T-cell receptor sequence (or CDR3 region) and an epitope sequence, predict whether binding occurs between them. The epitope is RPHERNGFTVL. The TCR CDR3 sequence is CASSLSQGGEAFF. Result: 0 (the TCR does not bind to the epitope).